This data is from NCI-60 drug combinations with 297,098 pairs across 59 cell lines. The task is: Regression. Given two drug SMILES strings and cell line genomic features, predict the synergy score measuring deviation from expected non-interaction effect. (1) Cell line: A498. Drug 1: C1CCC(C1)C(CC#N)N2C=C(C=N2)C3=C4C=CNC4=NC=N3. Synergy scores: CSS=2.68, Synergy_ZIP=-0.800, Synergy_Bliss=0.314, Synergy_Loewe=-1.66, Synergy_HSA=-0.697. Drug 2: CC12CCC3C(C1CCC2OP(=O)(O)O)CCC4=C3C=CC(=C4)OC(=O)N(CCCl)CCCl.[Na+]. (2) Drug 1: CC1=CC2C(CCC3(C2CCC3(C(=O)C)OC(=O)C)C)C4(C1=CC(=O)CC4)C. Drug 2: C1=NC2=C(N1)C(=S)N=CN2. Cell line: HCT-15. Synergy scores: CSS=14.2, Synergy_ZIP=-7.20, Synergy_Bliss=-1.38, Synergy_Loewe=-27.1, Synergy_HSA=-2.74. (3) Synergy scores: CSS=42.2, Synergy_ZIP=8.20, Synergy_Bliss=9.06, Synergy_Loewe=-37.5, Synergy_HSA=6.58. Drug 2: CC1C(C(CC(O1)OC2CC(CC3=C2C(=C4C(=C3O)C(=O)C5=CC=CC=C5C4=O)O)(C(=O)C)O)N)O. Cell line: BT-549. Drug 1: C1CCC(C1)C(CC#N)N2C=C(C=N2)C3=C4C=CNC4=NC=N3. (4) Drug 1: C1=NC2=C(N1)C(=S)N=C(N2)N. Synergy scores: CSS=35.0, Synergy_ZIP=-11.6, Synergy_Bliss=-6.00, Synergy_Loewe=-5.28, Synergy_HSA=-5.23. Drug 2: CC=C1C(=O)NC(C(=O)OC2CC(=O)NC(C(=O)NC(CSSCCC=C2)C(=O)N1)C(C)C)C(C)C. Cell line: NCI/ADR-RES. (5) Drug 1: CC12CCC(CC1=CCC3C2CCC4(C3CC=C4C5=CN=CC=C5)C)O. Drug 2: C(CN)CNCCSP(=O)(O)O. Cell line: SF-268. Synergy scores: CSS=5.84, Synergy_ZIP=2.93, Synergy_Bliss=5.88, Synergy_Loewe=2.26, Synergy_HSA=3.28. (6) Synergy scores: CSS=6.50, Synergy_ZIP=-1.72, Synergy_Bliss=-1.75, Synergy_Loewe=-18.0, Synergy_HSA=-4.82. Drug 1: CC(C1=C(C=CC(=C1Cl)F)Cl)OC2=C(N=CC(=C2)C3=CN(N=C3)C4CCNCC4)N. Cell line: A549. Drug 2: CC1=C(C=C(C=C1)NC(=O)C2=CC=C(C=C2)CN3CCN(CC3)C)NC4=NC=CC(=N4)C5=CN=CC=C5. (7) Drug 1: C1=CC(=C2C(=C1NCCNCCO)C(=O)C3=C(C=CC(=C3C2=O)O)O)NCCNCCO. Drug 2: CC(C1=C(C=CC(=C1Cl)F)Cl)OC2=C(N=CC(=C2)C3=CN(N=C3)C4CCNCC4)N. Cell line: ACHN. Synergy scores: CSS=56.4, Synergy_ZIP=6.24, Synergy_Bliss=5.35, Synergy_Loewe=-11.2, Synergy_HSA=6.16. (8) Drug 1: C1=C(C(=O)NC(=O)N1)N(CCCl)CCCl. Drug 2: CCC1(C2=C(COC1=O)C(=O)N3CC4=CC5=C(C=CC(=C5CN(C)C)O)N=C4C3=C2)O.Cl. Cell line: NCIH23. Synergy scores: CSS=32.0, Synergy_ZIP=-2.00, Synergy_Bliss=-0.791, Synergy_Loewe=-5.29, Synergy_HSA=1.16.